This data is from Full USPTO retrosynthesis dataset with 1.9M reactions from patents (1976-2016). The task is: Predict the reactants needed to synthesize the given product. (1) Given the product [CH3:1][C:2]([CH3:24])([CH3:23])[CH2:3][N:4]1[C:12]2[C:7](=[N:8][C:9]([CH:13]3[CH2:14][CH:15]4[CH2:19][N:18]([C:30]([C:27]5[CH:28]=[CH:29][O:25][N:26]=5)=[O:31])[CH2:17][CH:16]4[CH2:20]3)=[CH:10][CH:11]=2)[N:6]([CH3:21])[C:5]1=[O:22], predict the reactants needed to synthesize it. The reactants are: [CH3:1][C:2]([CH3:24])([CH3:23])[CH2:3][N:4]1[C:12]2[C:7](=[N:8][C:9]([C:13]3[CH2:14][CH:15]4[CH2:19][NH:18][CH2:17][CH:16]4[CH:20]=3)=[CH:10][CH:11]=2)[N:6]([CH3:21])[C:5]1=[O:22].[O:25]1[CH:29]=[CH:28][C:27]([C:30](O)=[O:31])=[N:26]1.CCN(C(C)C)C(C)C.CN(C(ON1N=NC2C=CC=NC1=2)=[N+](C)C)C.F[P-](F)(F)(F)(F)F. (2) Given the product [CH3:1][O:2][C:3](=[O:12])[C:4]1[CH:9]=[CH:8][C:7]([C:13]([CH3:15])=[CH2:14])=[CH:6][C:5]=1[CH3:11], predict the reactants needed to synthesize it. The reactants are: [CH3:1][O:2][C:3](=[O:12])[C:4]1[CH:9]=[CH:8][C:7](Br)=[CH:6][C:5]=1[CH3:11].[C:13](B1OC(C)(C)C(C)(C)O1)([CH3:15])=[CH2:14].C(=O)([O-])[O-].[Cs+].[Cs+].